Dataset: Reaction yield outcomes from USPTO patents with 853,638 reactions. Task: Predict the reaction yield, written as a fraction of the theoretical maximum amount of product (1.0 means a 100% yield; for example, 0.34 means a 34% yield). (1) The reactants are [NH2:1][C:2]1[N:7]=[C:6]([NH:8][C:9]2[CH:10]=[C:11]([NH:15][C:16](=[O:26])[C:17]3[CH:22]=[CH:21][C:20]([N+:23]([O-])=O)=[CH:19][CH:18]=3)[CH:12]=[CH:13][CH:14]=2)[CH:5]=[C:4]([CH3:27])[N:3]=1.CCO.Cl. The catalyst is [Fe].O. The product is [NH2:23][C:20]1[CH:21]=[CH:22][C:17]([C:16]([NH:15][C:11]2[CH:12]=[CH:13][CH:14]=[C:9]([NH:8][C:6]3[CH:5]=[C:4]([CH3:27])[N:3]=[C:2]([NH2:1])[N:7]=3)[CH:10]=2)=[O:26])=[CH:18][CH:19]=1. The yield is 0.120. (2) The reactants are [B-](F)(F)(F)F.[B-](F)(F)(F)F.C1[N+]2(CCl)CC[N+]([F:21])(CC2)C1.[CH3:22][N:23]([CH3:43])/[CH:24]=[CH:25]/[C:26]([C:28]1[N:32]([CH:33]2[CH2:38][CH2:37][O:36][CH2:35][CH2:34]2)[C:31]([C:39]([F:42])([F:41])[F:40])=[N:30][CH:29]=1)=[O:27]. The catalyst is CC#N. The product is [CH3:43][N:23]([CH3:22])/[CH:24]=[C:25](\[F:21])/[C:26]([C:28]1[N:32]([CH:33]2[CH2:38][CH2:37][O:36][CH2:35][CH2:34]2)[C:31]([C:39]([F:42])([F:40])[F:41])=[N:30][CH:29]=1)=[O:27]. The yield is 0.530. (3) The reactants are [F:1][C:2]1[CH:3]=[CH:4][C:5]([N+:9]([O-:11])=[O:10])=[C:6]([OH:8])[CH:7]=1.IC.[C:14](=O)([O-])[O-].[K+].[K+]. The catalyst is CC(C)=O. The product is [F:1][C:2]1[CH:3]=[CH:4][C:5]([N+:9]([O-:11])=[O:10])=[C:6]([O:8][CH3:14])[CH:7]=1. The yield is 0.970. (4) The reactants are [Cl:1][C:2]1[CH:19]=[CH:18][C:5]2[N:6]([CH2:11][CH2:12][CH2:13][S:14]([CH3:17])(=[O:16])=[O:15])[C:7]([CH2:9]Cl)=[N:8][C:4]=2[CH:3]=1.[CH:20]([S:23]([C:26]1[C:34]2[C:29](=[CH:30][CH:31]=[CH:32][CH:33]=2)[NH:28][N:27]=1)(=[O:25])=[O:24])([CH3:22])[CH3:21].C([O-])([O-])=O.[K+].[K+]. The catalyst is CN(C=O)C. The product is [Cl:1][C:2]1[CH:19]=[CH:18][C:5]2[N:6]([CH2:11][CH2:12][CH2:13][S:14]([CH3:17])(=[O:16])=[O:15])[C:7]([CH2:9][N:28]3[C:29]4[C:34](=[CH:33][CH:32]=[CH:31][CH:30]=4)[C:26]([S:23]([CH:20]([CH3:22])[CH3:21])(=[O:24])=[O:25])=[N:27]3)=[N:8][C:4]=2[CH:3]=1. The yield is 0.272. (5) The reactants are [O:1]1[CH2:6][CH2:5][N:4]([C:7]2[CH:14]=[CH:13][C:10]([CH:11]=O)=[CH:9][CH:8]=2)[CH2:3][CH2:2]1.[NH2:15][C:16]1[N:17]=[N:18][C:19]([CH3:22])=[CH:20][CH:21]=1.C([O:25][C:26](=O)[C:27]([OH:40])=[CH:28][C:29]([C:31]1[CH:36]=[CH:35][C:34]([CH:37]([CH3:39])[CH3:38])=[CH:33][CH:32]=1)=[O:30])C. No catalyst specified. The product is [OH:40][C:27]1[C:26](=[O:25])[N:15]([C:16]2[N:17]=[N:18][C:19]([CH3:22])=[CH:20][CH:21]=2)[CH:11]([C:10]2[CH:13]=[CH:14][C:7]([N:4]3[CH2:5][CH2:6][O:1][CH2:2][CH2:3]3)=[CH:8][CH:9]=2)[C:28]=1[C:29](=[O:30])[C:31]1[CH:36]=[CH:35][C:34]([CH:37]([CH3:39])[CH3:38])=[CH:33][CH:32]=1. The yield is 0.340.